From a dataset of Forward reaction prediction with 1.9M reactions from USPTO patents (1976-2016). Predict the product of the given reaction. (1) Given the reactants O1CCCCC1[O:7][CH2:8][CH2:9][N:10]1[CH:14]=[C:13]([C:15]2[N:20]=[C:19]3[N:21]([CH2:24][C:25]4[CH:26]=[C:27]5[C:32](=[CH:33][CH:34]=4)[N:31]=[CH:30][CH:29]=[CH:28]5)[N:22]=[N:23][C:18]3=[CH:17][CH:16]=2)[CH:12]=[N:11]1.C12(CS(O)(=O)=O)C(C)(C)C(CC1)CC2=O.C(=O)(O)[O-].[Na+], predict the reaction product. The product is: [N:31]1[C:32]2[C:27](=[CH:26][C:25]([CH2:24][N:21]3[C:19]4=[N:20][C:15]([C:13]5[CH:12]=[N:11][N:10]([CH2:9][CH2:8][OH:7])[CH:14]=5)=[CH:16][CH:17]=[C:18]4[N:23]=[N:22]3)=[CH:34][CH:33]=2)[CH:28]=[CH:29][CH:30]=1. (2) Given the reactants [C:1]([C:3]1([CH2:9][C:10]#[N:11])[CH2:8][CH2:7][CH2:6][CH2:5][CH2:4]1)#[N:2].P([O-])([O-])([O-])=[O:13].[K+].[K+].[K+], predict the reaction product. The product is: [C:1]([C:3]1([CH2:9][C:10]([NH2:11])=[O:13])[CH2:8][CH2:7][CH2:6][CH2:5][CH2:4]1)#[N:2]. (3) Given the reactants [CH3:1][O:2][C:3](=[O:29])[C:4]1[CH:9]=[CH:8][C:7]([NH2:10])=[C:6]([N:11]([C:13](=O)[C:14]2[CH:19]=[CH:18][CH:17]=[C:16]([CH2:20][N:21]([CH2:25][CH2:26][CH3:27])[CH2:22][CH2:23][CH3:24])[CH:15]=2)[CH3:12])[CH:5]=1.Cl.O1CCOCC1, predict the reaction product. The product is: [CH3:1][O:2][C:3]([C:4]1[CH:9]=[CH:8][C:7]2[N:10]=[C:13]([C:14]3[CH:19]=[CH:18][CH:17]=[C:16]([CH2:20][N:21]([CH2:25][CH2:26][CH3:27])[CH2:22][CH2:23][CH3:24])[CH:15]=3)[N:11]([CH3:12])[C:6]=2[CH:5]=1)=[O:29]. (4) The product is: [Br:1][C:2]1[C:10]2[C:5](=[N:6][C:7]([NH:24][CH2:16][CH2:17][C:18]3[CH:23]=[CH:22][CH:21]=[CH:20][CH:19]=3)=[N:8][CH:9]=2)[N:4]([CH3:15])[N:3]=1. Given the reactants [Br:1][C:2]1[C:10]2[C:5](=[N:6][C:7](S(C)(=O)=O)=[N:8][CH:9]=2)[N:4]([CH3:15])[N:3]=1.[CH2:16]([NH2:24])[CH2:17][C:18]1[CH:23]=[CH:22][CH:21]=[CH:20][CH:19]=1.O.C(OCC)(=O)C, predict the reaction product. (5) Given the reactants C(=O)([O-])[O-].[K+].[K+].[CH:7]1[CH:12]=[CH:11][C:10]([C:13]2[CH:18]=[CH:17][C:16]([CH2:19]Br)=[CH:15][CH:14]=2)=[CH:9][CH:8]=1.[C:21]([O:24][C:25]1[CH:30]=[CH:29][C:28]([OH:31])=[CH:27][CH:26]=1)(=[O:23])[CH3:22], predict the reaction product. The product is: [C:21]([O:24][C:25]1[CH:30]=[CH:29][C:28]([O:31][CH2:19][C:16]2[CH:17]=[CH:18][C:13]([C:10]3[CH:11]=[CH:12][CH:7]=[CH:8][CH:9]=3)=[CH:14][CH:15]=2)=[CH:27][CH:26]=1)(=[O:23])[CH3:22]. (6) The product is: [O:21]=[C:15]1[CH:14]([N:7]2[C:6](=[O:22])[C:5]3[C:9](=[CH:10][CH:11]=[CH:12][C:4]=3[CH2:3][NH:2][C:35]([C:31]3[S:30][CH:34]=[CH:33][N:32]=3)=[O:36])[C:8]2=[O:13])[CH2:19][CH2:18][C:17](=[O:20])[NH:16]1. Given the reactants Cl.[NH2:2][CH2:3][C:4]1[CH:12]=[CH:11][CH:10]=[C:9]2[C:5]=1[C:6](=[O:22])[N:7]([CH:14]1[CH2:19][CH2:18][C:17](=[O:20])[NH:16][C:15]1=[O:21])[C:8]2=[O:13].C(N(CC)CC)C.[S:30]1[CH:34]=[CH:33][N:32]=[C:31]1[C:35](Cl)=[O:36], predict the reaction product. (7) The product is: [Br:1][C:2]1[CH:3]=[C:4]([CH2:8][C:9]([NH:20][CH:21]2[CH2:26][CH2:25]2)=[O:11])[CH:5]=[CH:6][CH:7]=1. Given the reactants [Br:1][C:2]1[CH:3]=[C:4]([CH2:8][C:9]([OH:11])=O)[CH:5]=[CH:6][CH:7]=1.C1CC[CH:21]([N:20]=C=[N:20][CH:21]2[CH2:26][CH2:25]CCC2)[CH2:26][CH2:25]1.C1(N)CC1, predict the reaction product. (8) Given the reactants [Mg].C([CH:6]([CH2:15][CH2:16][CH2:17][CH3:18])OCCOCCOC)CCC.ClCCCC(Cl)C.[CH3:26][O:27][Si:28](OC)(OC)[O:29][CH3:30].[SiH4].ClC(Cl)(CC)CC.C(C(CCCC)OCCOCCOC)CCC, predict the reaction product. The product is: [CH3:26][O:27][Si:28]1([O:29][CH3:30])[CH2:6][CH2:15][CH2:16][CH2:17][CH2:18]1.